This data is from Retrosynthesis with 50K atom-mapped reactions and 10 reaction types from USPTO. The task is: Predict the reactants needed to synthesize the given product. (1) Given the product CCOC(=O)c1cn2ncc(C#N)c(Nc3ccc(Sc4nccn4C)c(Cl)c3)c2c1C, predict the reactants needed to synthesize it. The reactants are: CCOC(=O)c1cn2ncc(C#N)c(Cl)c2c1C.Cn1ccnc1Sc1ccc(N)cc1Cl. (2) Given the product COc1ccc(C(N)=O)cc1C(=O)Nc1cccc(Cl)c1, predict the reactants needed to synthesize it. The reactants are: COc1ccc(C(N)=O)cc1C(=O)O.Nc1cccc(Cl)c1.